From a dataset of Forward reaction prediction with 1.9M reactions from USPTO patents (1976-2016). Predict the product of the given reaction. Given the reactants I[C:2]1[CH:11]=[CH:10][CH:9]=[C:8]2[C:3]=1[CH:4]=[CH:5][N:6]([C@@H:13]([CH3:17])[C:14]([NH2:16])=[O:15])[C:7]2=[O:12].[C:18]12([CH2:28][NH2:29])[CH2:27][CH:22]3[CH2:23][CH:24]([CH2:26][CH:20]([CH2:21]3)[CH2:19]1)[CH2:25]2.N12CCCN=C1CCCCC2.[O:41]1CCOC[CH2:42]1, predict the reaction product. The product is: [C:18]12([CH2:28][NH:29][C:42]([C:2]3[C:3]4[CH:4]=[CH:5][N:6]([C@H:13]([C:14](=[O:15])[NH2:16])[CH3:17])[C:7](=[O:12])[C:8]=4[CH:9]=[CH:10][CH:11]=3)=[O:41])[CH2:25][CH:24]3[CH2:23][CH:22]([CH2:21][CH:20]([CH2:26]3)[CH2:19]1)[CH2:27]2.